This data is from Forward reaction prediction with 1.9M reactions from USPTO patents (1976-2016). The task is: Predict the product of the given reaction. (1) Given the reactants [CH:1]1([C:4]2[C:5]([O:15][C@@H:16]3[CH2:21][CH2:20][CH2:19][N:18]([C@H:22]([C:25]4[CH:30]=[C:29]([Cl:31])[CH:28]=[C:27]([Cl:32])[CH:26]=4)[CH2:23][OH:24])[CH2:17]3)=[CH:6][C:7]([F:14])=[C:8]([CH:13]=2)[C:9]([O:11][CH3:12])=[O:10])[CH2:3][CH2:2]1.[H-].[Na+].[CH3:35]I.O, predict the reaction product. The product is: [CH:1]1([C:4]2[C:5]([O:15][C@@H:16]3[CH2:21][CH2:20][CH2:19][N:18]([C@H:22]([C:25]4[CH:30]=[C:29]([Cl:31])[CH:28]=[C:27]([Cl:32])[CH:26]=4)[CH2:23][O:24][CH3:35])[CH2:17]3)=[CH:6][C:7]([F:14])=[C:8]([CH:13]=2)[C:9]([O:11][CH3:12])=[O:10])[CH2:2][CH2:3]1. (2) Given the reactants F[C:2]1[CH:3]=[C:4]([N:12]2[C:16]([C:17]3[CH:22]=[CH:21][C:20]([C:23]4[O:24][CH:25]=[CH:26][CH:27]=4)=[CH:19][CH:18]=3)=[CH:15][C:14]([C:28]([O:30]CC)=[O:29])=[N:13]2)[CH:5]=[CH:6][C:7]=1[S:8]([CH3:11])(=[O:10])=[O:9].[OH-].[Na+].O.Cl.[CH2:37]([OH:39])[CH3:38], predict the reaction product. The product is: [CH2:37]([O:39][C:6]1[CH:5]=[C:4]([N:12]2[C:16]([C:17]3[CH:22]=[CH:21][C:20]([C:23]4[O:24][CH:25]=[CH:26][CH:27]=4)=[CH:19][CH:18]=3)=[CH:15][C:14]([C:28]([OH:30])=[O:29])=[N:13]2)[CH:3]=[CH:2][C:7]=1[S:8]([CH3:11])(=[O:9])=[O:10])[CH3:38]. (3) Given the reactants [O:1]1[CH2:5][CH2:4][C@H:3]([O:6][C:7]2[CH:12]=[CH:11][N:10]=[C:9]([NH2:13])[N:8]=2)[CH2:2]1.C1C(=O)N([Cl:21])C(=O)C1, predict the reaction product. The product is: [Cl:21][C:12]1[C:7]([O:6][C@H:3]2[CH2:4][CH2:5][O:1][CH2:2]2)=[N:8][C:9]([NH2:13])=[N:10][CH:11]=1. (4) Given the reactants [O:1]([CH2:8][C:9]1[CH:13]=[C:12]([C:14]([OH:16])=O)[N:11]([CH2:17][CH2:18][NH:19][C@@H:20]([C:22]2[CH:27]=[CH:26][CH:25]=[CH:24][CH:23]=2)[CH3:21])[N:10]=1)[C:2]1[CH:7]=[CH:6][CH:5]=[CH:4][CH:3]=1.CN(C(ON1N=NC2C=CC=NC1=2)=[N+](C)C)C.F[P-](F)(F)(F)(F)F.CCN(C(C)C)C(C)C, predict the reaction product. The product is: [O:1]([CH2:8][C:9]1[CH:13]=[C:12]2[C:14](=[O:16])[N:19]([C@@H:20]([C:22]3[CH:27]=[CH:26][CH:25]=[CH:24][CH:23]=3)[CH3:21])[CH2:18][CH2:17][N:11]2[N:10]=1)[C:2]1[CH:7]=[CH:6][CH:5]=[CH:4][CH:3]=1. (5) Given the reactants [C:1]1([N:7]([C:17]2[CH:22]=[CH:21][CH:20]=[CH:19][CH:18]=2)[C:8]2[CH:13]=[CH:12][C:11](B(O)O)=[CH:10][CH:9]=2)[CH:6]=[CH:5][CH:4]=[CH:3][CH:2]=1.[Br:23][C:24]1[CH:29]=[CH:28][C:27](I)=[CH:26][CH:25]=1.C([O-])([O-])=O.[K+].[K+], predict the reaction product. The product is: [Br:23][C:24]1[CH:29]=[CH:28][C:27]([C:11]2[CH:12]=[CH:13][C:8]([N:7]([C:1]3[CH:6]=[CH:5][CH:4]=[CH:3][CH:2]=3)[C:17]3[CH:22]=[CH:21][CH:20]=[CH:19][CH:18]=3)=[CH:9][CH:10]=2)=[CH:26][CH:25]=1. (6) The product is: [C:25]([P:24]([C:29]([CH3:32])([CH3:31])[CH3:30])[C:1]1[CH:5]=[CH:36][CH:35]=[CH:3][C:2]=1[C:7]1[C:12]([CH3:13])=[CH:11][C:10]([CH3:14])=[C:9]([C:15]2[CH:16]=[CH:17][CH:18]=[CH:19][CH:20]=2)[C:8]=1[CH3:22])([CH3:28])([CH3:27])[CH3:26]. Given the reactants [CH2:1]1[CH2:5]O[CH2:3][CH2:2]1.Br[C:7]1[C:8]([CH3:22])=[C:9]([C:15]2[CH:20]=[CH:19][CH:18]=[CH:17][C:16]=2C)[C:10]([CH3:14])=[CH:11][C:12]=1[CH3:13].Cl[P:24]([C:29]([CH3:32])([CH3:31])[CH3:30])[C:25]([CH3:28])([CH3:27])[CH3:26].[NH4+].[OH-].[C:35](OCC)(=O)[CH3:36], predict the reaction product. (7) Given the reactants [C:1]([Cu])#N.[Li]C.CCOCC.FC(F)(F)S(O[C:17]1[C:24]2([CH2:25][C:26]3[CH:31]=[CH:30][C:29]([C:32]#[N:33])=[CH:28][CH:27]=3)[N:20]([CH2:21][CH2:22][CH2:23]2)[C:19](=[O:34])[C:18]=1[C:35]1[CH:40]=[C:39]([Cl:41])[CH:38]=[C:37]([Cl:42])[CH:36]=1)(=O)=O.[NH4+].[OH-], predict the reaction product. The product is: [Cl:42][C:37]1[CH:36]=[C:35]([C:18]2[C:19](=[O:34])[N:20]3[C:24]([CH2:25][C:26]4[CH:31]=[CH:30][C:29]([C:32]#[N:33])=[CH:28][CH:27]=4)([C:17]=2[CH3:1])[CH2:23][CH2:22][CH2:21]3)[CH:40]=[C:39]([Cl:41])[CH:38]=1. (8) Given the reactants Cl[C:2]1[N:11]=[C:10]([OH:12])[C:9]2[C:4](=[CH:5][C:6]([O:13][CH3:14])=[CH:7][CH:8]=2)[N:3]=1.[NH:15]1[CH2:19][CH2:18][CH2:17][CH2:16]1, predict the reaction product. The product is: [CH3:14][O:13][C:6]1[CH:5]=[C:4]2[C:9]([C:10]([OH:12])=[N:11][C:2]([N:15]3[CH2:19][CH2:18][CH2:17][CH2:16]3)=[N:3]2)=[CH:8][CH:7]=1. (9) Given the reactants [NH2:1][C:2]1[CH:3]=[C:4]([C:8]2[N:9]=[C:10]([NH:17][C:18]3[CH:26]=[CH:25][C:21]4[CH:22]=[N:23][O:24][C:20]=4[CH:19]=3)[C:11]3[N:12]([CH:14]=[CH:15][N:16]=3)[CH:13]=2)[CH:5]=[CH:6][CH:7]=1.C(N(CC)CC)C.[C:34]([C:38]1[CH:46]=[CH:45][C:41]([C:42](Cl)=[O:43])=[CH:40][CH:39]=1)([CH3:37])([CH3:36])[CH3:35], predict the reaction product. The product is: [O:24]1[C:20]2[CH:19]=[C:18]([NH:17][C:10]3[C:11]4[N:12]([CH:14]=[CH:15][N:16]=4)[CH:13]=[C:8]([C:4]4[CH:3]=[C:2]([NH:1][C:42](=[O:43])[C:41]5[CH:45]=[CH:46][C:38]([C:34]([CH3:36])([CH3:35])[CH3:37])=[CH:39][CH:40]=5)[CH:7]=[CH:6][CH:5]=4)[N:9]=3)[CH:26]=[CH:25][C:21]=2[CH:22]=[N:23]1. (10) Given the reactants [F-].[Cs+].[CH3:3][C:4]1[S:8][C:7](B(O)O)=[CH:6][CH:5]=1.[Cl:12][C:13]1[CH:29]=[CH:28][C:16]2[CH2:17][CH2:18][N:19]([C:22](=[O:27])[C:23]([F:26])([F:25])[F:24])[CH2:20][CH2:21][C:15]=2[C:14]=1OS(C(F)(F)F)(=O)=O, predict the reaction product. The product is: [Cl:12][C:13]1[CH:29]=[CH:28][C:16]2[CH2:17][CH2:18][N:19]([C:22](=[O:27])[C:23]([F:25])([F:26])[F:24])[CH2:20][CH2:21][C:15]=2[C:14]=1[C:7]1[S:8][C:4]([CH3:3])=[CH:5][CH:6]=1.